Predict which catalyst facilitates the given reaction. From a dataset of Catalyst prediction with 721,799 reactions and 888 catalyst types from USPTO. (1) Reactant: [CH3:1][O:2][C:3]1[CH:8]=[CH:7][C:6]([C:9]([CH3:16])([CH3:15])[CH2:10][CH2:11][C:12]([OH:14])=O)=[CH:5][C:4]=1[CH3:17]. Product: [CH3:1][O:2][C:3]1[CH:8]=[C:7]2[C:6]([C:9]([CH3:16])([CH3:15])[CH2:10][CH2:11][C:12]2=[O:14])=[CH:5][C:4]=1[CH3:17]. The catalyst class is: 501. (2) Reactant: [F:1][CH:2]([F:39])[C:3]1[N:7]([C:8]2[N:13]=[C:12]([C:14]3[CH:19]=[CH:18][N:17]=[CH:16][CH:15]=3)[N:11]=[C:10]([N:20]3[CH2:25][CH2:24][N:23](C(OC(C)(C)C)=O)[CH2:22][CH2:21]3)[N:9]=2)[C:6]2[CH:33]=[CH:34][CH:35]=[C:36]([O:37][CH3:38])[C:5]=2[N:4]=1.FC(F)(F)C(O)=O. Product: [F:39][CH:2]([F:1])[C:3]1[N:7]([C:8]2[N:9]=[C:10]([N:20]3[CH2:21][CH2:22][NH:23][CH2:24][CH2:25]3)[N:11]=[C:12]([C:14]3[CH:19]=[CH:18][N:17]=[CH:16][CH:15]=3)[N:13]=2)[C:6]2[CH:33]=[CH:34][CH:35]=[C:36]([O:37][CH3:38])[C:5]=2[N:4]=1. The catalyst class is: 2. (3) Product: [Cl:1][C:2]1[CH:15]=[C:14]([O:16][CH3:17])[CH:13]=[CH:12][C:3]=1[O:4][C:5]1[S:6][C:7]([CH:10]=[N:25][OH:26])=[CH:8][N:9]=1. The catalyst class is: 6. Reactant: [Cl:1][C:2]1[CH:15]=[C:14]([O:16][CH3:17])[CH:13]=[CH:12][C:3]=1[O:4][C:5]1[S:6][C:7]([CH:10]=O)=[CH:8][N:9]=1.N1C=CC=CC=1.Cl.[NH2:25][OH:26].